From a dataset of Catalyst prediction with 721,799 reactions and 888 catalyst types from USPTO. Predict which catalyst facilitates the given reaction. (1) Reactant: [CH2:1]([N:8]1[CH2:12][CH:11]([CH2:13][C:14]2[CH:19]=[CH:18][CH:17]=[CH:16][CH:15]=2)C(C#N)[CH2:9]1)[C:2]1[CH:7]=[CH:6][CH:5]=[CH:4][CH:3]=1.[C:22]([OH:25])(=[O:24])[CH3:23].Cl.C. Product: [CH2:1]([N:8]1[CH2:12][C@@H:11]([CH2:13][C:14]2[CH:15]=[CH:16][CH:17]=[CH:18][CH:19]=2)[C@H:23]([C:22]([OH:25])=[O:24])[CH2:9]1)[C:2]1[CH:7]=[CH:6][CH:5]=[CH:4][CH:3]=1. The catalyst class is: 6. (2) Reactant: Cl[C:2]1[N:7]=[C:6]([NH:8][CH2:9][C:10]([F:13])([F:12])[F:11])[C:5]([N+:14]([O-:16])=[O:15])=[CH:4][CH:3]=1.[CH:17]([B-](F)(F)F)=[CH2:18].[K+].C(=O)([O-])[O-].[Cs+].[Cs+]. Product: [N+:14]([C:5]1[C:6]([NH:8][CH2:9][C:10]([F:13])([F:12])[F:11])=[N:7][C:2]([CH:17]=[CH2:18])=[CH:3][CH:4]=1)([O-:16])=[O:15]. The catalyst class is: 20. (3) Reactant: [CH2:1]([O:8][C:9](=[O:19])[NH:10][CH2:11][CH2:12][CH2:13][CH2:14][CH2:15][CH2:16][CH2:17][NH2:18])[C:2]1[CH:7]=[CH:6][CH:5]=[CH:4][CH:3]=1.[C:20]1(=[O:27])[O:26][C:24](=[O:25])[CH2:23][O:22][CH2:21]1. Product: [CH2:1]([O:8][C:9]([NH:10][CH2:11][CH2:12][CH2:13][CH2:14][CH2:15][CH2:16][CH2:17][NH:18][C:24]([CH2:23][O:22][CH2:21][C:20]([OH:27])=[O:26])=[O:25])=[O:19])[C:2]1[CH:7]=[CH:6][CH:5]=[CH:4][CH:3]=1. The catalyst class is: 1.